From a dataset of NCI-60 drug combinations with 297,098 pairs across 59 cell lines. Regression. Given two drug SMILES strings and cell line genomic features, predict the synergy score measuring deviation from expected non-interaction effect. Drug 1: CN(CCCl)CCCl.Cl. Drug 2: C(CN)CNCCSP(=O)(O)O. Cell line: LOX IMVI. Synergy scores: CSS=29.3, Synergy_ZIP=-7.90, Synergy_Bliss=-0.569, Synergy_Loewe=-54.4, Synergy_HSA=-3.10.